Task: Predict the product of the given reaction.. Dataset: Forward reaction prediction with 1.9M reactions from USPTO patents (1976-2016) (1) Given the reactants [N+]([O-])([O-])=O.[Ce+4].[NH4+].[N+]([O-])([O-])=O.[N+]([O-])([O-])=O.[N+]([O-])([O-])=O.[N+]([O-])([O-])=O.C(=O)(O)[O-].[Na+].[C:28]1(=[O:35])[CH2:33][CH2:32][CH2:31][C:30](=[O:34])[CH2:29]1.[C:36]1([C:42]#[CH:43])[CH:41]=[CH:40][CH:39]=[CH:38][CH:37]=1, predict the reaction product. The product is: [C:36]1([C:42]2[O:34][C:30]3[CH2:31][CH2:32][CH2:33][C:28](=[O:35])[C:29]=3[CH:43]=2)[CH:41]=[CH:40][CH:39]=[CH:38][CH:37]=1. (2) Given the reactants Cl[C:2]1[N:18]=[C:5]2[C:6]([C:10]3[C:11]([O:16][CH3:17])=[N:12][CH:13]=[CH:14][CH:15]=3)=[CH:7][CH:8]=[CH:9][N:4]2[N:3]=1.[N:19]1[C:28]2[C:23](=[CH:24][C:25]([NH2:29])=[CH:26][CH:27]=2)[CH:22]=[CH:21][CH:20]=1, predict the reaction product. The product is: [CH3:17][O:16][C:11]1[C:10]([C:6]2[C:5]3[N:4]([N:3]=[C:2]([NH:29][C:25]4[CH:24]=[C:23]5[C:28](=[CH:27][CH:26]=4)[N:19]=[CH:20][CH:21]=[CH:22]5)[N:18]=3)[CH:9]=[CH:8][CH:7]=2)=[CH:15][CH:14]=[CH:13][N:12]=1.